This data is from Peptide-MHC class II binding affinity with 134,281 pairs from IEDB. The task is: Regression. Given a peptide amino acid sequence and an MHC pseudo amino acid sequence, predict their binding affinity value. This is MHC class II binding data. The peptide sequence is TKKFDEVVKANGGYL. The MHC is HLA-DQA10102-DQB10502 with pseudo-sequence HLA-DQA10102-DQB10502. The binding affinity (normalized) is 0.316.